The task is: Predict the reactants needed to synthesize the given product.. This data is from Full USPTO retrosynthesis dataset with 1.9M reactions from patents (1976-2016). (1) Given the product [Br:1][C:2]1[CH:7]=[CH:6][C:5]([C:8]2([CH2:11][Br:14])[CH2:10][CH2:9]2)=[CH:4][CH:3]=1, predict the reactants needed to synthesize it. The reactants are: [Br:1][C:2]1[CH:7]=[CH:6][C:5]([C:8]2([CH2:11]O)[CH2:10][CH2:9]2)=[CH:4][CH:3]=1.P(Br)(Br)[Br:14]. (2) Given the product [Br:1][C:2]1[CH:3]=[C:4]2[C:9](=[CH:10][CH:11]=1)[C:8]([N:13]1[CH2:18][CH2:17][CH2:16][CH2:15][CH2:14]1)=[N:7][N:6]=[CH:5]2, predict the reactants needed to synthesize it. The reactants are: [Br:1][C:2]1[CH:3]=[C:4]2[C:9](=[CH:10][CH:11]=1)[C:8](Cl)=[N:7][N:6]=[CH:5]2.[NH:13]1[CH2:18][CH2:17][CH2:16][CH2:15][CH2:14]1.C(=O)([O-])[O-].[K+].[K+].